This data is from Reaction yield outcomes from USPTO patents with 853,638 reactions. The task is: Predict the reaction yield, written as a fraction of the theoretical maximum amount of product (1.0 means a 100% yield; for example, 0.34 means a 34% yield). (1) The product is [C:11]([C:10]1[N:5]([C:1]([CH3:4])([CH3:3])[CH3:2])[C:6]([CH3:7])=[N:8][CH:14]=1)(=[O:13])[CH3:12]. The reactants are [C:1]([NH:5][C:6](=[NH:8])[CH3:7])([CH3:4])([CH3:3])[CH3:2].Br[C:10](=[CH:14]OC)[C:11](=[O:13])[CH3:12].C(N(CC)CC)C. The catalyst is S(=O)(=O)(O)O. The yield is 0.250. (2) The product is [CH3:4][C:2](=[CH2:3])[CH2:1][O:5][C:7]1[CH:8]=[C:9]([CH3:16])[CH:10]=[CH:11][C:12]=1[N+:13]([O-:15])=[O:14].[CH3:17][C:18]1[CH:24]=[CH:23][C:21]([NH:22][C:1]([NH:30][C:31]2[S:32][CH:33]=[CH:34][N:35]=2)=[O:5])=[C:20]([O:25][CH2:26][C:27]([CH3:29])=[CH2:28])[CH:19]=1. The reactants are [CH2:1]([OH:5])[C:2](=[CH2:4])[CH3:3].F[C:7]1[CH:8]=[C:9]([CH3:16])[CH:10]=[CH:11][C:12]=1[N+:13]([O-:15])=[O:14].[CH3:17][C:18]1[CH:24]=[CH:23][C:21]([NH2:22])=[C:20]([O:25][CH2:26][C:27]([CH3:29])=[CH2:28])[CH:19]=1.[NH2:30][C:31]1[S:32][CH:33]=[CH:34][N:35]=1. The yield is 0.750. No catalyst specified. (3) The reactants are [S:1]([OH:5])([OH:4])(=[O:3])=[O:2].CS[C:8](=[NH:10])[NH2:9].[CH:11]([NH2:14])([CH3:13])[CH3:12]. The catalyst is O. The product is [S:1]([OH:5])([OH:4])(=[O:3])=[O:2].[CH:11]([NH:14][C:8]([NH2:10])=[NH:9])([CH3:13])[CH3:12]. The yield is 0.320. (4) The product is [F:35][C:36]([F:47])([F:46])[C:37]([N:8]1[CH2:7][CH2:6][C:5]2[C:10](=[CH:11][CH:12]=[C:3]([O:2][CH3:1])[CH:4]=2)[CH:9]1[CH:13]1[CH2:18][CH2:17][N:16]([S:19]([C:22]2[N:23]=[CH:24][N:25]([CH3:27])[CH:26]=2)(=[O:21])=[O:20])[CH2:15][CH2:14]1)=[O:38]. The reactants are [CH3:1][O:2][C:3]1[CH:4]=[C:5]2[C:10](=[CH:11][CH:12]=1)[CH:9]([CH:13]1[CH2:18][CH2:17][N:16]([S:19]([C:22]3[N:23]=[CH:24][N:25]([CH3:27])[CH:26]=3)(=[O:21])=[O:20])[CH2:15][CH2:14]1)[NH:8][CH2:7][CH2:6]2.C(N(CC)CC)C.[F:35][C:36]([F:47])([F:46])[C:37](O[C:37](=[O:38])[C:36]([F:47])([F:46])[F:35])=[O:38]. The catalyst is C(Cl)Cl. The yield is 0.710. (5) The reactants are [Br:1][C:2]1[C:7]([N+:8]([O-])=O)=[CH:6][CH:5]=[CH:4][C:3]=1[F:11].[BH4-].[Na+].O. The catalyst is CO.Cl[Ni]Cl. The product is [Br:1][C:2]1[C:3]([F:11])=[CH:4][CH:5]=[CH:6][C:7]=1[NH2:8]. The yield is 0.700. (6) The reactants are Cl[C:2]1[N:7]=[C:6]([NH:8][CH2:9][CH:10]2[CH2:12][CH2:11]2)[N:5]=[C:4]([NH:13][CH2:14][C:15]#[CH:16])[N:3]=1.Cl.[CH3:18][O:19][NH:20][CH3:21].CON(C)C1N=C(NCCC)N=C(NCC#C)N=1. No catalyst specified. The product is [CH3:18][O:19][N:20]([CH3:21])[C:2]1[N:7]=[C:6]([NH:8][CH2:9][CH:10]2[CH2:12][CH2:11]2)[N:5]=[C:4]([NH:13][CH2:14][C:15]#[CH:16])[N:3]=1. The yield is 0.910. (7) The reactants are [F:1][C:2]1[CH:7]=[C:6]([N+:8]([O-])=O)[CH:5]=[C:4]([F:11])[C:3]=1[N:12]1[CH2:17][CH2:16][O:15][CH2:14][CH2:13]1.C1COCC1. The catalyst is [Pd].C(O)C. The product is [F:11][C:4]1[CH:5]=[C:6]([CH:7]=[C:2]([F:1])[C:3]=1[N:12]1[CH2:17][CH2:16][O:15][CH2:14][CH2:13]1)[NH2:8]. The yield is 0.880.